Dataset: Reaction yield outcomes from USPTO patents with 853,638 reactions. Task: Predict the reaction yield, written as a fraction of the theoretical maximum amount of product (1.0 means a 100% yield; for example, 0.34 means a 34% yield). (1) The reactants are [CH:1]([C@@H:3]1[CH2:20][CH:19]2[C@:14]([CH3:22])([CH2:15][CH2:16][C:17](=[O:21])[CH2:18]2)[C@@H:13]2[C@@H:4]1[C@H:5]1[C@@:9]([CH2:11][CH2:12]2)([CH3:10])[C:8](=[O:23])[CH2:7][CH2:6]1)=[O:2].[O-:24][Mn](=O)(=O)=O.[K+]. No catalyst specified. The product is [C:1]([C@@H:3]1[CH2:20][CH:19]2[C@:14]([CH3:22])([CH2:15][CH2:16][C:17](=[O:21])[CH2:18]2)[C@@H:13]2[C@@H:4]1[C@H:5]1[C@@:9]([CH2:11][CH2:12]2)([CH3:10])[C:8](=[O:23])[CH2:7][CH2:6]1)([OH:24])=[O:2]. The yield is 0.960. (2) The reactants are Cl[C:2]1[CH:3]=[C:4]([NH:11][C:12]2[CH:17]=[CH:16][CH:15]=[C:14]([N:18]3[CH2:22][CH2:21][CH2:20][C@@H:19]3[CH3:23])[N:13]=2)[C:5]2[N:6]([CH:8]=[CH:9][N:10]=2)[N:7]=1.CC1(C)C(C)(C)OB([C:32]2[CH:40]=[CH:39][C:35]3[N:36]=[CH:37][S:38][C:34]=3[CH:33]=2)O1.CC(C1C=C(C(C)C)C(C2C=CC=CC=2P(C2CCCCC2)C2CCCCC2)=C(C(C)C)C=1)C.C([O-])([O-])=O.[Na+].[Na+]. The catalyst is O1CCOCC1.O.C1C=CC(/C=C/C(/C=C/C2C=CC=CC=2)=O)=CC=1.C1C=CC(/C=C/C(/C=C/C2C=CC=CC=2)=O)=CC=1.C1C=CC(/C=C/C(/C=C/C2C=CC=CC=2)=O)=CC=1.[Pd].[Pd]. The product is [S:38]1[C:34]2[CH:33]=[C:32]([C:2]3[CH:3]=[C:4]([NH:11][C:12]4[CH:17]=[CH:16][CH:15]=[C:14]([N:18]5[CH2:22][CH2:21][CH2:20][C@@H:19]5[CH3:23])[N:13]=4)[C:5]4[N:6]([CH:8]=[CH:9][N:10]=4)[N:7]=3)[CH:40]=[CH:39][C:35]=2[N:36]=[CH:37]1. The yield is 0.510. (3) The reactants are [CH2:1]([O:3][C:4](=[O:28])[C:5]([NH:19][C:20]1[CH:25]=[CH:24][C:23]([C:26]#[N:27])=[CH:22][CH:21]=1)([C:10]1[CH:15]=[C:14]([CH3:16])[C:13]([OH:17])=[C:12]([CH3:18])[CH:11]=1)[C:6]([F:9])([F:8])[F:7])[CH3:2].[C:29](=O)([O-])[O-].[K+].[K+].CI.C(OCC)(=O)C. The catalyst is CN(C)C=O.O. The product is [CH2:1]([O:3][C:4](=[O:28])[C:5]([NH:19][C:20]1[CH:25]=[CH:24][C:23]([C:26]#[N:27])=[CH:22][CH:21]=1)([C:10]1[CH:11]=[C:12]([CH3:18])[C:13]([O:17][CH3:29])=[C:14]([CH3:16])[CH:15]=1)[C:6]([F:9])([F:8])[F:7])[CH3:2]. The yield is 0.920. (4) The reactants are [CH:1]([O-])([O-])OCC.[CH3:7][C:8]1[CH:29]=[CH:28][C:27]([CH3:30])=[CH:26][C:9]=1[O:10][CH2:11][C:12]1[CH:17]=[CH:16][CH:15]=[CH:14][C:13]=1[C:18](=[N:23][O:24][CH3:25])[C:19]([NH:21][NH2:22])=[O:20]. The catalyst is O. The product is [CH3:25][O:24][N:23]=[C:18]([C:19]1[O:20][CH:1]=[N:22][N:21]=1)[C:13]1[CH:14]=[CH:15][CH:16]=[CH:17][C:12]=1[CH2:11][O:10][C:9]1[CH:26]=[C:27]([CH3:30])[CH:28]=[CH:29][C:8]=1[CH3:7]. The yield is 0.198. (5) The reactants are Cl.CN(C)CCCN=C=NCC.[NH2:13][C:14](=[N:20][OH:21])[C:15]([O:17][CH2:18][CH3:19])=[O:16].[Br:22][C:23]1[CH:24]=[C:25]([CH:29]=[C:30]([Br:33])[C:31]=1[OH:32])[C:26](O)=O. The yield is 0.120. The product is [Br:22][C:23]1[CH:24]=[C:25]([C:26]2[O:21][N:20]=[C:14]([C:15]([O:17][CH2:18][CH3:19])=[O:16])[N:13]=2)[CH:29]=[C:30]([Br:33])[C:31]=1[OH:32]. The catalyst is N1C=CC=CC=1. (6) The reactants are [Cl:1][C:2]1[N:3]=[C:4]([N:14]2[CH2:19][CH2:18][O:17][CH2:16][CH2:15]2)[C:5]2[S:10][C:9]([CH2:11][NH:12][CH3:13])=[CH:8][C:6]=2[N:7]=1.[CH3:20][CH:21]([CH3:30])[CH2:22][N:23]1[CH2:28][CH2:27][C:26](=O)[CH2:25][CH2:24]1. No catalyst specified. The product is [Cl:1][C:2]1[N:3]=[C:4]([N:14]2[CH2:19][CH2:18][O:17][CH2:16][CH2:15]2)[C:5]2[S:10][C:9]([CH2:11][N:12]([CH:26]3[CH2:27][CH2:28][N:23]([CH2:22][CH:21]([CH3:30])[CH3:20])[CH2:24][CH2:25]3)[CH3:13])=[CH:8][C:6]=2[N:7]=1. The yield is 0.480. (7) The reactants are C(#N)C.[CH3:4][C:5]1[CH:10]=[C:9]([CH3:11])[C:8]([S:12][CH2:13][C:14]([F:17])([F:16])[F:15])=[CH:7][C:6]=1[OH:18].[Br:19][CH2:20][CH2:21][CH2:22][CH2:23][CH2:24][CH2:25]Br.C(=O)([O-])[O-].[K+].[K+]. The catalyst is [Br-].C([N+](CCCC)(CCCC)CCCC)CCC.C(OCC)(=O)C.CCCCCC. The product is [Br:19][CH2:20][CH2:21][CH2:22][CH2:23][CH2:24][CH2:25][O:18][C:6]1[CH:7]=[C:8]([S:12][CH2:13][C:14]([F:17])([F:16])[F:15])[C:9]([CH3:11])=[CH:10][C:5]=1[CH3:4]. The yield is 0.970. (8) The reactants are COC(=O)[CH:4]([C:16]#[N:17])[C:5]1([CH3:15])[C:14]2[C:9](=[CH:10][CH:11]=[CH:12][CH:13]=2)[O:8][CH2:7][CH2:6]1.[Cl-].[Na+]. The yield is 0.680. The catalyst is CS(C)=O.O. The product is [CH3:15][C:5]1([CH2:4][C:16]#[N:17])[C:14]2[C:9](=[CH:10][CH:11]=[CH:12][CH:13]=2)[O:8][CH2:7][CH2:6]1.